Predict the reaction yield, written as a fraction of the theoretical maximum amount of product (1.0 means a 100% yield; for example, 0.34 means a 34% yield). From a dataset of Reaction yield outcomes from USPTO patents with 853,638 reactions. (1) The reactants are [Li+].CC([N-]C(C)C)C.[Br:9][C:10]1[CH:15]=[C:14]([Si:16]([CH2:21][CH3:22])([CH2:19][CH3:20])[CH2:17][CH3:18])[C:13]([F:23])=[CH:12][N:11]=1.[F:24][CH:25]([F:31])[C:26](OCC)=[O:27]. The catalyst is C1COCC1. The product is [Br:9][C:10]1[N:11]=[C:12]([C:26](=[O:27])[CH:25]([F:31])[F:24])[C:13]([F:23])=[C:14]([Si:16]([CH2:21][CH3:22])([CH2:19][CH3:20])[CH2:17][CH3:18])[CH:15]=1. The yield is 0.750. (2) The reactants are [C:1]1([CH3:37])[C:2]([NH:7][C:8]2[O:9][C:10]([C:18]3[CH:23]=[CH:22][C:21]([N:24]4[CH2:29][CH2:28][N:27]([C:30]([O:32][C:33]([CH3:36])([CH3:35])[CH3:34])=[O:31])[CH2:26][CH2:25]4)=[CH:20][CH:19]=3)=[C:11]([C:13]([O:15]CC)=[O:14])[N:12]=2)=[CH:3][CH:4]=[CH:5][CH:6]=1.[OH-].C[Sn+](C)C. The catalyst is ClCCCl.C(Cl)Cl. The product is [C:1]1([CH3:37])[C:2]([NH:7][C:8]2[O:9][C:10]([C:18]3[CH:19]=[CH:20][C:21]([N:24]4[CH2:29][CH2:28][N:27]([C:30]([O:32][C:33]([CH3:35])([CH3:34])[CH3:36])=[O:31])[CH2:26][CH2:25]4)=[CH:22][CH:23]=3)=[C:11]([C:13]([OH:15])=[O:14])[N:12]=2)=[CH:3][CH:4]=[CH:5][CH:6]=1. The yield is 0.960. (3) The reactants are N1C=CC=CC=1.[OH:7][C@H:8]1[CH2:12][N:11]([C:13]([O:15][C:16]([CH3:19])([CH3:18])[CH3:17])=[O:14])[C@H:10]([C:20]([O:22][CH3:23])=[O:21])[CH2:9]1. The catalyst is C(Cl)Cl. The product is [O:7]=[C:8]1[CH2:12][N:11]([C:13]([O:15][C:16]([CH3:17])([CH3:18])[CH3:19])=[O:14])[C@H:10]([C:20]([O:22][CH3:23])=[O:21])[CH2:9]1. The yield is 0.810. (4) The reactants are CO[C:3](=[O:14])[C:4]1[CH:9]=[CH:8][CH:7]=[C:6]([N+:10]([O-:12])=[O:11])[C:5]=1Cl.C([O-])([O-])=O.[Na+].[Na+].[CH3:21][NH:22][CH2:23][CH2:24][NH2:25]. The catalyst is C(O)CCC.O. The product is [CH3:21][N:22]1[C:5]2[C:6]([N+:10]([O-:12])=[O:11])=[CH:7][CH:8]=[CH:9][C:4]=2[C:3](=[O:14])[NH:25][CH2:24][CH2:23]1. The yield is 0.240. (5) The reactants are [F:1][C:2]1[CH:11]=[C:10]([F:12])[CH:9]=[C:8]2[C:3]=1[CH:4]=[CH:5][C:6]([C:13](=O)[CH3:14])=[CH:7]2.C([O-])(=O)C.[NH4+].C([BH3-])#[N:22].[Na+]. The catalyst is CO. The product is [F:1][C:2]1[CH:11]=[C:10]([F:12])[CH:9]=[C:8]2[C:3]=1[CH:4]=[CH:5][C:6]([CH:13]([NH2:22])[CH3:14])=[CH:7]2. The yield is 0.380. (6) The catalyst is CCOCC. The reactants are [CH:1]([Mg]Br)=[C:2]=[CH2:3].[CH3:6][O:7][C:8]1[CH:20]=[CH:19][C:11]([O:12][CH2:13][C:14]([CH3:18])([CH3:17])[CH:15]=[O:16])=[CH:10][CH:9]=1.[NH4+].[Cl-]. The product is [CH3:6][O:7][C:8]1[CH:20]=[CH:19][C:11]([O:12][CH2:13][C:14]([CH3:17])([CH3:18])[CH:15]([OH:16])[CH2:3][C:2]#[CH:1])=[CH:10][CH:9]=1. The yield is 0.680.